Dataset: Reaction yield outcomes from USPTO patents with 853,638 reactions. Task: Predict the reaction yield, written as a fraction of the theoretical maximum amount of product (1.0 means a 100% yield; for example, 0.34 means a 34% yield). (1) The reactants are [CH3:1][S:2]([C:5]#[C:6][CH2:7][CH2:8][CH2:9]/[CH:10]=[CH:11]/[C:12]1[CH:17]=[CH:16][CH:15]=[CH:14][CH:13]=1)(=[O:4])=[O:3]. The catalyst is ClC1C=CC=CC=1Cl. The product is [CH3:1][S:2]([C:5]1[C:13]2[C:12](=[CH:17][CH:16]=[CH:15][CH:14]=2)[CH:11]=[C:10]2[CH2:9][CH2:8][CH2:7][C:6]=12)(=[O:3])=[O:4]. The yield is 0.780. (2) The reactants are [CH3:1][O:2][C:3]1[CH:4]=[C:5]([N:12]2[CH2:17][CH2:16][CH:15]([N:18]3[CH2:23][CH2:22][N:21]([CH3:24])[CH2:20][CH2:19]3)[CH2:14][CH2:13]2)[CH:6]=[CH:7][C:8]=1[N+:9]([O-])=O. The catalyst is [C].[Pd].C(O)C. The product is [CH3:1][O:2][C:3]1[CH:4]=[C:5]([N:12]2[CH2:17][CH2:16][CH:15]([N:18]3[CH2:19][CH2:20][N:21]([CH3:24])[CH2:22][CH2:23]3)[CH2:14][CH2:13]2)[CH:6]=[CH:7][C:8]=1[NH2:9]. The yield is 0.988. (3) The reactants are [CH3:1][O:2][CH2:3][N:4]1[C:8]2[CH:9]=[CH:10][C:11]([CH:13]([C:15]3[CH:19]=[CH:18][N:17]([C:20]4[CH:25]=[CH:24][C:23]([N+:26]([O-])=O)=[CH:22][N:21]=4)[N:16]=3)[CH3:14])=[CH:12][C:7]=2[S:6][C:5]1=[O:29]. The catalyst is CCOC(C)=O.[Pd]. The product is [NH2:26][C:23]1[CH:24]=[CH:25][C:20]([N:17]2[CH:18]=[CH:19][C:15]([CH:13]([C:11]3[CH:10]=[CH:9][C:8]4[N:4]([CH2:3][O:2][CH3:1])[C:5](=[O:29])[S:6][C:7]=4[CH:12]=3)[CH3:14])=[N:16]2)=[N:21][CH:22]=1. The yield is 0.860. (4) The reactants are [NH2:1][C:2]1[CH:30]=[CH:29][C:5]([O:6][C:7]2[CH:12]=[CH:11][N:10]=[C:9]([NH:13][C:14]([N:16]3[CH2:21][CH2:20][CH:19]([N:22]4[CH2:27][CH2:26][N:25]([CH3:28])[CH2:24][CH2:23]4)[CH2:18][CH2:17]3)=[O:15])[CH:8]=2)=[C:4]([F:31])[CH:3]=1.[C:32]1([CH2:38][C:39]([N:41]=[C:42]=[O:43])=[O:40])[CH:37]=[CH:36][CH:35]=[CH:34][CH:33]=1. The catalyst is O1CCCC1.CCCCCC. The product is [F:31][C:4]1[CH:3]=[C:2]([NH:1][C:42]([NH:41][C:39](=[O:40])[CH2:38][C:32]2[CH:33]=[CH:34][CH:35]=[CH:36][CH:37]=2)=[O:43])[CH:30]=[CH:29][C:5]=1[O:6][C:7]1[CH:12]=[CH:11][N:10]=[C:9]([NH:13][C:14]([N:16]2[CH2:21][CH2:20][CH:19]([N:22]3[CH2:23][CH2:24][N:25]([CH3:28])[CH2:26][CH2:27]3)[CH2:18][CH2:17]2)=[O:15])[CH:8]=1. The yield is 0.550. (5) The reactants are [Cl:1][C:2]1[N:3]=[C:4](Cl)[C:5]2[CH2:10][N:9]([CH:11]([CH3:13])[CH3:12])[C:8](=[O:14])[C:6]=2[N:7]=1.[CH:16]1[C:25]2[C:20](=[CH:21][CH:22]=[CH:23][CH:24]=2)[CH:19]=[C:18]([CH2:26][NH2:27])[N:17]=1.CCN(C(C)C)C(C)C. The catalyst is CCCCO. The product is [Cl:1][C:2]1[N:3]=[C:4]([NH:27][CH2:26][C:18]2[N:17]=[CH:16][C:25]3[C:20]([CH:19]=2)=[CH:21][CH:22]=[CH:23][CH:24]=3)[C:5]2[CH2:10][N:9]([CH:11]([CH3:13])[CH3:12])[C:8](=[O:14])[C:6]=2[N:7]=1. The yield is 1.00. (6) The reactants are C(NC(C)C)(C)C.C([Li])CCC.[CH3:13][C@@H:14]1[C@H:18]([C:19]2[CH:24]=[CH:23][CH:22]=[CH:21][CH:20]=2)[O:17][C:16](=[O:25])[N:15]1[C:26](=[O:35])[CH2:27][CH2:28][C@H:29]([CH3:34])[CH2:30][CH2:31][CH2:32][CH3:33].Br[CH2:37][C:38]([O:40][C:41]([CH3:44])([CH3:43])[CH3:42])=[O:39]. The catalyst is C1COCC1. The product is [C:41]([O:40][C:38](=[O:39])[CH2:37][C@@H:27]([C:26]([N:15]1[C@H:14]([CH3:13])[C@H:18]([C:19]2[CH:24]=[CH:23][CH:22]=[CH:21][CH:20]=2)[O:17][C:16]1=[O:25])=[O:35])[CH2:28][C@H:29]([CH3:34])[CH2:30][CH2:31][CH2:32][CH3:33])([CH3:44])([CH3:43])[CH3:42]. The yield is 0.610. (7) The reactants are [CH3:1][N:2]([S:23]([C:26]1[CH:31]=[CH:30][CH:29]=[CH:28][C:27]=1[C:32]([F:35])([F:34])[F:33])(=[O:25])=[O:24])[C:3]1[CH:4]=[CH:5][CH:6]=[C:7]2[C:11]=1[NH:10][C:9]([C:12]1[S:13][CH:14]([CH2:17][C:18]([O:20]CC)=[O:19])[CH2:15][N:16]=1)=[CH:8]2.[OH-].[K+].C(O)(=O)CC(CC(O)=O)(C(O)=O)O. The yield is 0.720. The catalyst is O1CCCC1.CO. The product is [CH3:1][N:2]([S:23]([C:26]1[CH:31]=[CH:30][CH:29]=[CH:28][C:27]=1[C:32]([F:35])([F:34])[F:33])(=[O:25])=[O:24])[C:3]1[CH:4]=[CH:5][CH:6]=[C:7]2[C:11]=1[NH:10][C:9]([C:12]1[S:13][CH:14]([CH2:17][C:18]([OH:20])=[O:19])[CH2:15][N:16]=1)=[CH:8]2.